This data is from Full USPTO retrosynthesis dataset with 1.9M reactions from patents (1976-2016). The task is: Predict the reactants needed to synthesize the given product. (1) Given the product [Br:1][C:2]1[CH:3]=[CH:4][C:5]2[CH2:6][C:26](=[O:28])[C:21]3[CH:22]=[C:23]([Cl:25])[CH:24]=[CH:19][C:20]=3[NH:9][C:8](=[O:31])[C:17]=2[CH:18]=1, predict the reactants needed to synthesize it. The reactants are: [Br:1][C:2]1[CH:18]=[C:17]2[C:5]([CH2:6]C3C4C=C(Cl)C=CC=4[NH:9][C:8]=32)=[CH:4][CH:3]=1.[CH:19]1[CH:24]=[C:23]([Cl:25])[CH:22]=[C:21]([C:26]([O:28]O)=O)[CH:20]=1.C([O-])(O)=[O:31].[Na+]. (2) Given the product [F:7][C:8]1[CH:13]=[CH:12][CH:11]=[CH:10][C:9]=1[C:14]1[CH2:19][CH2:18][CH2:17][CH2:16][C:15]=1[CH2:20][OH:21], predict the reactants needed to synthesize it. The reactants are: [H-].[Al+3].[Li+].[H-].[H-].[H-].[F:7][C:8]1[CH:13]=[CH:12][CH:11]=[CH:10][C:9]=1[C:14]1[CH2:19][CH2:18][CH2:17][CH2:16][C:15]=1[C:20](OCC)=[O:21].[OH-].[Na+].S([O-])([O-])(=O)=O.[Mg+2]. (3) Given the product [CH2:1]([O:3][C:4](=[O:39])[CH2:5][N:6]1[CH2:30][C@:29]2([C:31](=[O:37])[CH2:32][OH:33])[C@@H:8]([CH2:9][C@H:10]3[C@H:23]4[C@@:14]([F:27])([C@:15]5([CH3:26])[C:20]([C@@H:21]([F:24])[CH2:22]4)=[CH:19][C:18](=[O:25])[CH:17]=[CH:16]5)[C@@H:13]([OH:28])[CH2:12][C@@:11]32[CH3:38])[CH2:7]1)[CH3:2], predict the reactants needed to synthesize it. The reactants are: [CH2:1]([O:3][C:4](=[O:39])[CH2:5][N:6]1[CH2:30][C@:29]2([C:31](=[O:37])[CH2:32][O:33]C(=O)C)[C@@H:8]([CH2:9][C@H:10]3[C@H:23]4[C@@:14]([F:27])([C@:15]5([CH3:26])[C:20]([C@@H:21]([F:24])[CH2:22]4)=[CH:19][C:18](=[O:25])[CH:17]=[CH:16]5)[C@@H:13]([OH:28])[CH2:12][C@@:11]32[CH3:38])[CH2:7]1)[CH3:2].C([O-])([O-])=O.[K+].[K+]. (4) Given the product [F:4][C:2]([C:5]1[O:9][C:8]([CH2:10][N:11]2[N:15]=[C:14]([NH:16][C:29]([C:25]3[N:26]=[CH:27][O:28][C:24]=3[C:20]3[CH:21]=[CH:22][CH:23]=[C:18]([F:17])[CH:19]=3)=[O:30])[CH:13]=[N:12]2)=[CH:7][CH:6]=1)([F:1])[CH3:3], predict the reactants needed to synthesize it. The reactants are: [F:1][C:2]([C:5]1[O:9][C:8]([CH2:10][N:11]2[N:15]=[C:14]([NH2:16])[CH:13]=[N:12]2)=[CH:7][CH:6]=1)([F:4])[CH3:3].[F:17][C:18]1[CH:19]=[C:20]([C:24]2[O:28][CH:27]=[N:26][C:25]=2[C:29](O)=[O:30])[CH:21]=[CH:22][CH:23]=1. (5) Given the product [NH3:8].[CH3:26][OH:27].[F:2][C:3]1[CH:4]=[CH:5][C:6]2[N:15]=[C:14]([N:16]3[CH2:23][CH2:24][NH:19][C@@H:20]([CH2:25][CH2:26][OH:27])[CH2:21]3)[C:13]3[CH:12]=[C:11]([CH3:17])[S:10][C:9]=3[NH:8][C:7]=2[CH:18]=1, predict the reactants needed to synthesize it. The reactants are: Cl.[F:2][C:3]1[CH:4]=[CH:5][C:6]2[N:15]=[C:14]([NH2:16])[C:13]3[CH:12]=[C:11]([CH3:17])[S:10][C:9]=3[NH:8][C:7]=2[CH:18]=1.[NH:19]1[CH2:24][CH2:23]N[CH2:21][C@@H:20]1[CH2:25][CH2:26][OH:27].C(N(C(C)C)CC)(C)C.CS(C)=O.